This data is from Forward reaction prediction with 1.9M reactions from USPTO patents (1976-2016). The task is: Predict the product of the given reaction. (1) Given the reactants Cl.[NH2:2][CH:3]1[CH2:7][CH2:6][N:5]([C:8]([CH:10]2[CH2:15][CH2:14][N:13]([C:16]3[CH:21]=[CH:20][N:19]=[CH:18][CH:17]=3)[CH2:12][CH2:11]2)=[O:9])[CH2:4]1.[CH:22]1[C:31]2[C:26](=[CH:27][CH:28]=[CH:29][CH:30]=2)[CH:25]=[CH:24][C:23]=1[S:32](Cl)(=[O:34])=[O:33], predict the reaction product. The product is: [CH:22]1[C:31]2[C:26](=[CH:27][CH:28]=[CH:29][CH:30]=2)[CH:25]=[CH:24][C:23]=1[S:32]([NH:2][CH:3]1[CH2:7][CH2:6][N:5]([C:8]([CH:10]2[CH2:15][CH2:14][N:13]([C:16]3[CH:21]=[CH:20][N:19]=[CH:18][CH:17]=3)[CH2:12][CH2:11]2)=[O:9])[CH2:4]1)(=[O:33])=[O:34]. (2) Given the reactants [NH2:1][C@H:2]([C:4]1[N:13]([CH:14]2[CH2:16][CH2:15]2)[C:12](=[O:17])[C:11]2[C:6](=[CH:7][CH:8]=[CH:9][C:10]=2[C:18]2[CH:19]=[N:20][N:21]([CH3:23])[CH:22]=2)[N:5]=1)[CH3:3].Cl[C:25]1[N:30]=[CH:29][N:28]=[C:27]([NH2:31])[C:26]=1[C:32]1[O:36][N:35]=[C:34]([CH3:37])[N:33]=1.C(N(CC)C(C)C)(C)C, predict the reaction product. The product is: [NH2:31][C:27]1[N:28]=[CH:29][N:30]=[C:25]([NH:1][C@H:2]([C:4]2[N:13]([CH:14]3[CH2:16][CH2:15]3)[C:12](=[O:17])[C:11]3[C:6](=[CH:7][CH:8]=[CH:9][C:10]=3[C:18]3[CH:19]=[N:20][N:21]([CH3:23])[CH:22]=3)[N:5]=2)[CH3:3])[C:26]=1[C:32]1[O:36][N:35]=[C:34]([CH3:37])[N:33]=1. (3) Given the reactants [H-].[Na+].[OH:3][CH2:4][C:5]1[C:13]2[C:12](=[O:14])[NH:11][C:10]([C:15]([NH:17][CH2:18][C:19]3[CH:24]=[CH:23][CH:22]=[C:21]([O:25][CH3:26])[CH:20]=3)=[O:16])=[N:9][C:8]=2[S:7][CH:6]=1.N[C@H]1CC[C@H](COCC2C3C(=O)NC(C(NCC4C=CC=C(OC)C=4)=O)=NC=3SC=2)CC1.CC1C=CC(S(O[CH2:70][C@H:71]2[CH2:76][CH2:75][C@H:74]([CH2:77][NH:78]C(OC(C)(C)C)=O)[CH2:73][CH2:72]2)(=O)=O)=CC=1, predict the reaction product. The product is: [NH2:78][CH2:77][C@H:74]1[CH2:75][CH2:76][C@H:71]([CH2:70][O:3][CH2:4][C:5]2[C:13]3[C:12](=[O:14])[NH:11][C:10]([C:15]([NH:17][CH2:18][C:19]4[CH:24]=[CH:23][CH:22]=[C:21]([O:25][CH3:26])[CH:20]=4)=[O:16])=[N:9][C:8]=3[S:7][CH:6]=2)[CH2:72][CH2:73]1.